Dataset: NCI-60 drug combinations with 297,098 pairs across 59 cell lines. Task: Regression. Given two drug SMILES strings and cell line genomic features, predict the synergy score measuring deviation from expected non-interaction effect. (1) Drug 1: CNC(=O)C1=CC=CC=C1SC2=CC3=C(C=C2)C(=NN3)C=CC4=CC=CC=N4. Drug 2: CC1CCC2CC(C(=CC=CC=CC(CC(C(=O)C(C(C(=CC(C(=O)CC(OC(=O)C3CCCCN3C(=O)C(=O)C1(O2)O)C(C)CC4CCC(C(C4)OC)O)C)C)O)OC)C)C)C)OC. Cell line: K-562. Synergy scores: CSS=51.6, Synergy_ZIP=0.252, Synergy_Bliss=1.34, Synergy_Loewe=2.42, Synergy_HSA=4.27. (2) Drug 1: CC1OCC2C(O1)C(C(C(O2)OC3C4COC(=O)C4C(C5=CC6=C(C=C35)OCO6)C7=CC(=C(C(=C7)OC)O)OC)O)O. Cell line: MALME-3M. Drug 2: CC1C(C(CC(O1)OC2CC(CC3=C2C(=C4C(=C3O)C(=O)C5=CC=CC=C5C4=O)O)(C(=O)C)O)N)O. Synergy scores: CSS=60.3, Synergy_ZIP=-7.15, Synergy_Bliss=-3.17, Synergy_Loewe=-1.27, Synergy_HSA=0.134. (3) Drug 1: C1=NC2=C(N1)C(=S)N=C(N2)N. Drug 2: CCCCCOC(=O)NC1=NC(=O)N(C=C1F)C2C(C(C(O2)C)O)O. Cell line: OVCAR-5. Synergy scores: CSS=43.9, Synergy_ZIP=1.11, Synergy_Bliss=1.67, Synergy_Loewe=-9.15, Synergy_HSA=2.65. (4) Drug 1: C(CC(=O)O)C(=O)CN.Cl. Drug 2: C1=CN(C=N1)CC(O)(P(=O)(O)O)P(=O)(O)O. Cell line: DU-145. Synergy scores: CSS=8.86, Synergy_ZIP=-5.26, Synergy_Bliss=3.27, Synergy_Loewe=1.58, Synergy_HSA=1.65. (5) Drug 1: C1=C(C(=O)NC(=O)N1)N(CCCl)CCCl. Drug 2: B(C(CC(C)C)NC(=O)C(CC1=CC=CC=C1)NC(=O)C2=NC=CN=C2)(O)O. Cell line: TK-10. Synergy scores: CSS=13.0, Synergy_ZIP=-3.89, Synergy_Bliss=0.850, Synergy_Loewe=-0.0765, Synergy_HSA=-0.258. (6) Cell line: HOP-62. Synergy scores: CSS=-1.45, Synergy_ZIP=2.95, Synergy_Bliss=2.21, Synergy_Loewe=2.54, Synergy_HSA=-3.97. Drug 1: CC(C)CN1C=NC2=C1C3=CC=CC=C3N=C2N. Drug 2: CC12CCC3C(C1CCC2OP(=O)(O)O)CCC4=C3C=CC(=C4)OC(=O)N(CCCl)CCCl.[Na+]. (7) Drug 1: C1CCC(C1)C(CC#N)N2C=C(C=N2)C3=C4C=CNC4=NC=N3. Drug 2: CCC1=C2CN3C(=CC4=C(C3=O)COC(=O)C4(CC)O)C2=NC5=C1C=C(C=C5)O. Cell line: NCI/ADR-RES. Synergy scores: CSS=12.0, Synergy_ZIP=-4.11, Synergy_Bliss=1.96, Synergy_Loewe=-19.5, Synergy_HSA=1.71. (8) Drug 1: C1=NC2=C(N=C(N=C2N1C3C(C(C(O3)CO)O)F)Cl)N. Drug 2: C1CN1C2=NC(=NC(=N2)N3CC3)N4CC4. Cell line: K-562. Synergy scores: CSS=21.9, Synergy_ZIP=0.854, Synergy_Bliss=6.44, Synergy_Loewe=-4.82, Synergy_HSA=-3.55. (9) Cell line: SNB-19. Drug 2: C1=CC(=CC=C1CCCC(=O)O)N(CCCl)CCCl. Drug 1: C1CC(=O)NC(=O)C1N2CC3=C(C2=O)C=CC=C3N. Synergy scores: CSS=18.3, Synergy_ZIP=-9.33, Synergy_Bliss=-2.88, Synergy_Loewe=-6.26, Synergy_HSA=-1.43.